From a dataset of Catalyst prediction with 721,799 reactions and 888 catalyst types from USPTO. Predict which catalyst facilitates the given reaction. (1) Reactant: [CH:1]1([C:4]2[NH:8][N:7]=[C:6]([NH:9][C:10]3[C:15]([N+:16]([O-:18])=[O:17])=[CH:14][CH:13]=[C:12](F)[C:11]=3[F:20])[CH:5]=2)[CH2:3][CH2:2]1.[F:21][C:22]1[CH:27]=[CH:26][C:25]([C@@H:28]([NH2:30])[CH3:29])=[CH:24][CH:23]=1.CCN(C(C)C)C(C)C. Product: [CH:1]1([C:4]2[NH:8][N:7]=[C:6]([NH:9][C:10]3[C:11]([F:20])=[C:12]([NH:30][C@H:28]([C:25]4[CH:26]=[CH:27][C:22]([F:21])=[CH:23][CH:24]=4)[CH3:29])[CH:13]=[CH:14][C:15]=3[N+:16]([O-:18])=[O:17])[CH:5]=2)[CH2:3][CH2:2]1. The catalyst class is: 114. (2) Reactant: [Cl:1][C:2]1[CH:7]=[CH:6][C:5]([CH2:8][C:9]#[N:10])=[C:4]([F:11])[CH:3]=1.[Cl:12][C:13]1[CH:20]=[CH:19][C:16](C=O)=[CH:15][C:14]=1[F:21].[CH3:22][O-].[Na+]. Product: [Cl:12][C:13]1[CH:20]=[C:19](/[CH:22]=[C:8](/[C:5]2[CH:6]=[CH:7][C:2]([Cl:1])=[CH:3][C:4]=2[F:11])\[C:9]#[N:10])[CH:16]=[CH:15][C:14]=1[F:21]. The catalyst class is: 5. (3) Reactant: C(O/[CH:4]=[CH:5]/[C:6]([NH:8][C:9]1[CH:14]=[CH:13][CH:12]=[C:11]([O:15][CH3:16])[CH:10]=1)=[O:7])C. Product: [CH3:16][O:15][C:11]1[CH:10]=[C:9]2[C:14]([CH:4]=[CH:5][C:6](=[O:7])[NH:8]2)=[CH:13][CH:12]=1. The catalyst class is: 82. (4) Reactant: [C:1]([O:5][C:6]([N:8]1[CH2:12][C@H:11]([F:13])[CH2:10][C@H:9]1[C:14]([NH:16][CH2:17][C:18]1[CH:23]=[C:22]([C:24]2[CH:25]=[N:26][C:27]([C:30]([F:33])([F:32])[F:31])=[CH:28][CH:29]=2)[N:21]=[CH:20][C:19]=1[C:34](O)=[O:35])=[O:15])=[O:7])([CH3:4])([CH3:3])[CH3:2].[NH4+].[Cl-].C[N:40](C(ON1N=NC2C=CC=NC1=2)=[N+](C)C)C.F[P-](F)(F)(F)(F)F.CCN(C(C)C)C(C)C. Product: [C:34]([C:19]1[C:18]([CH2:17][NH:16][C:14]([C@@H:9]2[CH2:10][C@@H:11]([F:13])[CH2:12][N:8]2[C:6]([O:5][C:1]([CH3:4])([CH3:2])[CH3:3])=[O:7])=[O:15])=[CH:23][C:22]([C:24]2[CH:25]=[N:26][C:27]([C:30]([F:33])([F:31])[F:32])=[CH:28][CH:29]=2)=[N:21][CH:20]=1)(=[O:35])[NH2:40]. The catalyst class is: 7. (5) Reactant: [F:1][C:2]1[CH:7]=[CH:6][C:5]([CH:8]2[O:12]C(=O)[NH:10][CH:9]2[CH2:14][C:15]2[CH:20]=[CH:19][C:18]([F:21])=[CH:17][CH:16]=2)=[CH:4][CH:3]=1.[OH-].[Na+]. The catalyst class is: 8. Product: [NH2:10][CH:9]([CH2:14][C:15]1[CH:16]=[CH:17][C:18]([F:21])=[CH:19][CH:20]=1)[CH:8]([C:5]1[CH:4]=[CH:3][C:2]([F:1])=[CH:7][CH:6]=1)[OH:12]. (6) Reactant: [NH2:1][OH:2].C1COCC1.Cl.[CH3:9][N:10]([CH2:12][C:13]1[CH:18]=[CH:17][C:16]([S:19]([N:22]2[CH:26]=[CH:25][C:24](/[CH:27]=[CH:28]/[C:29]([Cl:31])=[O:30])=[CH:23]2)(=[O:21])=[O:20])=[CH:15][CH:14]=1)[CH3:11].CC(C)=O. Product: [ClH:31].[CH3:9][N:10]([CH2:12][C:13]1[CH:18]=[CH:17][C:16]([S:19]([N:22]2[CH:26]=[CH:25][C:24](/[CH:27]=[CH:28]/[C:29]([NH:1][OH:2])=[O:30])=[CH:23]2)(=[O:21])=[O:20])=[CH:15][CH:14]=1)[CH3:11]. The catalyst class is: 10. (7) Product: [Cl:1][C:2]1[C:7]([Cl:8])=[C:6]([S:9](=[O:18])(=[O:17])[NH:10][C@@H:11]([CH3:16])[C:12]([F:13])([F:15])[F:14])[CH:5]=[CH:4][C:3]=1[C:19]1[S:23][C:22]([C:24]([O:26][CH2:27][CH3:28])=[O:25])=[N:21][C:20]=1[C:29]([OH:44])=[O:30]. The catalyst class is: 238. Reactant: [Cl:1][C:2]1[C:7]([Cl:8])=[C:6]([S:9](=[O:18])(=[O:17])[NH:10][C@@H:11]([CH3:16])[C:12]([F:15])([F:14])[F:13])[CH:5]=[CH:4][C:3]=1[C:19]1[S:23][C:22]([C:24]([O:26][CH2:27][CH3:28])=[O:25])=[N:21][C:20]=1[CH2:29][OH:30].CC1(C)N([O])C(C)(C)CCC1.C(O)(=[O:44])C.C(O)(=O)C.IC1C=CC=CC=1.C(#N)C.